From a dataset of Catalyst prediction with 721,799 reactions and 888 catalyst types from USPTO. Predict which catalyst facilitates the given reaction. (1) Reactant: CN(C(ON1N=NC2C=CC=NC1=2)=[N+](C)C)C.F[P-](F)(F)(F)(F)F.[NH2:25][C:26]1[C:27]([C:36]([OH:38])=O)=[CH:28][C:29]2[C:34]([CH:35]=1)=[CH:33][CH:32]=[CH:31][CH:30]=2.Cl.[CH3:40][C:41]([CH3:49])([CH3:48])[C@@H:42]([C:44]([O:46]C)=[O:45])[NH2:43].C(N(CC)C(C)C)(C)C.C([O-])(O)=O.[Na+]. Product: [NH2:25][C:26]1[C:27]([C:36]([NH:43][C@H:42]([C:44]([OH:46])=[O:45])[C:41]([CH3:49])([CH3:48])[CH3:40])=[O:38])=[CH:28][C:29]2[C:34]([CH:35]=1)=[CH:33][CH:32]=[CH:31][CH:30]=2. The catalyst class is: 39. (2) Reactant: [Cl:1][C:2]1[N:6]2[N:7]=[C:8]([CH:22]([CH3:24])[CH3:23])[C:9](/[CH:18]=[CH:19]/[CH2:20][OH:21])=[C:10]([C:11]3[CH:16]=[CH:15][C:14]([F:17])=[CH:13][CH:12]=3)[C:5]2=[CH:4][CH:3]=1.[H-].[Na+].[CH3:27]I. Product: [Cl:1][C:2]1[N:6]2[N:7]=[C:8]([CH:22]([CH3:24])[CH3:23])[C:9](/[CH:18]=[CH:19]/[CH2:20][O:21][CH3:27])=[C:10]([C:11]3[CH:12]=[CH:13][C:14]([F:17])=[CH:15][CH:16]=3)[C:5]2=[CH:4][CH:3]=1. The catalyst class is: 9. (3) Reactant: C([O:3][C:4]([C:6]1[N:10]=[C:9]([C:11]2[CH:12]=[N:13][CH:14]=[CH:15][C:16]=2[C:17]([F:20])([F:19])[F:18])[O:8][N:7]=1)=[O:5])C.[OH-].[Li+]. Product: [F:20][C:17]([F:18])([F:19])[C:16]1[CH:15]=[CH:14][N:13]=[CH:12][C:11]=1[C:9]1[O:8][N:7]=[C:6]([C:4]([OH:5])=[O:3])[N:10]=1. The catalyst class is: 24. (4) Reactant: [CH3:1][N:2]1[CH2:7][CH2:6][N:5]([C:8]2[C:13]([C:14](O)=[O:15])=[CH:12][CH:11]=[CH:10][N:9]=2)[CH:4]([C:17]2[CH:22]=[CH:21][CH:20]=[CH:19][CH:18]=2)[CH2:3]1.[H-].[Al+3].[Li+].[H-].[H-].[H-].O. Product: [CH3:1][N:2]1[CH2:7][CH2:6][N:5]([C:8]2[C:13]([CH2:14][OH:15])=[CH:12][CH:11]=[CH:10][N:9]=2)[CH:4]([C:17]2[CH:22]=[CH:21][CH:20]=[CH:19][CH:18]=2)[CH2:3]1. The catalyst class is: 1. (5) Reactant: CS(Cl)(=O)=O.C(N(CC)CC)C.O[C@H:14]1[CH2:23][C@@H:22]2[N:17]([C:18](=[O:24])[CH2:19][CH2:20][CH2:21]2)[C@H:16]([C:25]2[CH:30]=[C:29]([F:31])[C:28]([F:32])=[C:27]([F:33])[CH:26]=2)[CH2:15]1. Product: [F:31][C:29]1[CH:30]=[C:25]([C@@H:16]2[CH:15]=[CH:14][CH2:23][C@@H:22]3[N:17]2[C:18](=[O:24])[CH2:19][CH2:20][CH2:21]3)[CH:26]=[C:27]([F:33])[C:28]=1[F:32]. The catalyst class is: 2. (6) Reactant: [H-].[Na+].O1CCCC1.[CH3:8][O:9][C:10](=[O:28])[C:11]1[CH:16]=[CH:15][CH:14]=[CH:13][C:12]=1[CH2:17][S:18][C:19]1[NH:20][C:21]2[CH:27]=[CH:26][CH:25]=[CH:24][C:22]=2[N:23]=1.[C:29]([O:33][C:34](=[O:43])[C:35]1[CH:40]=[CH:39][CH:38]=[CH:37][C:36]=1[CH2:41]Br)([CH3:32])([CH3:31])[CH3:30]. Product: [CH3:8][O:9][C:10](=[O:28])[C:11]1[CH:16]=[CH:15][CH:14]=[CH:13][C:12]=1[CH2:17][S:18][C:19]1[N:20]([CH2:41][C:36]2[CH:37]=[CH:38][CH:39]=[CH:40][C:35]=2[C:34]([O:33][C:29]([CH3:32])([CH3:31])[CH3:30])=[O:43])[C:21]2[CH:27]=[CH:26][CH:25]=[CH:24][C:22]=2[N:23]=1. The catalyst class is: 6. (7) Reactant: [Li]CCCC.[C:6]([O:10][C:11]([N:13]1[CH2:18][CH2:17][CH:16]([C:19]#[N:20])[CH2:15][CH2:14]1)=[O:12])([CH3:9])([CH3:8])[CH3:7].[F:21][C:22]1[CH:29]=[CH:28][C:25]([CH:26]=[O:27])=[CH:24][CH:23]=1. Product: [C:6]([O:10][C:11]([N:13]1[CH2:18][CH2:17][C:16]([C:19]#[N:20])([CH:26]([C:25]2[CH:28]=[CH:29][C:22]([F:21])=[CH:23][CH:24]=2)[OH:27])[CH2:15][CH2:14]1)=[O:12])([CH3:9])([CH3:7])[CH3:8]. The catalyst class is: 1. (8) Reactant: [CH3:1][O:2][C:3]([C:5]1[N:6]=[C:7](I)[C:8]2[C:13]([C:14]=1[OH:15])=[CH:12][CH:11]=[C:10]([O:16][C:17]1[CH:26]=[CH:25][C:24]3[C:19](=[CH:20][CH:21]=[CH:22][CH:23]=3)[CH:18]=1)[CH:9]=2)=[O:4].[C:28]([Cu])#[N:29].C(Cl)Cl. Product: [CH3:1][O:2][C:3]([C:5]1[N:6]=[C:7]([C:28]#[N:29])[C:8]2[C:13]([C:14]=1[OH:15])=[CH:12][CH:11]=[C:10]([O:16][C:17]1[CH:26]=[CH:25][C:24]3[C:19](=[CH:20][CH:21]=[CH:22][CH:23]=3)[CH:18]=1)[CH:9]=2)=[O:4]. The catalyst class is: 3. (9) Reactant: [Br:1]C1C=CC=CC=1C=O.[OH:10][CH2:11][C:12]([CH3:16])([CH2:14][OH:15])[CH3:13].[C:17]1([CH3:33])[CH:22]=[CH:21][C:20](S(OC2C=CC=CN=2)(=O)=O)=[CH:19][CH:18]=1.C1C=CC=CC=1. Product: [Br:1][C:19]1[CH:18]=[C:17]([CH:33]2[O:15][CH2:14][C:12]([CH3:16])([CH3:13])[CH2:11][O:10]2)[CH:22]=[CH:21][CH:20]=1. The catalyst class is: 6.